Dataset: Catalyst prediction with 721,799 reactions and 888 catalyst types from USPTO. Task: Predict which catalyst facilitates the given reaction. (1) Reactant: [C:1]([C:4]1[C:12]2[N:11]=[C:10]([C:13]3[CH:18]=[CH:17][C:16]([CH:19]4[CH2:24][CH2:23][N:22](C(OC(C)(C)C)=O)[CH2:21][CH2:20]4)=[CH:15][CH:14]=3)[NH:9][C:8]=2[CH:7]=[C:6]([F:32])[CH:5]=1)(=[O:3])[NH2:2].FC(F)(F)C(O)=O. Product: [F:32][C:6]1[CH:5]=[C:4]([C:1]([NH2:2])=[O:3])[C:12]2[N:11]=[C:10]([C:13]3[CH:18]=[CH:17][C:16]([CH:19]4[CH2:20][CH2:21][NH:22][CH2:23][CH2:24]4)=[CH:15][CH:14]=3)[NH:9][C:8]=2[CH:7]=1. The catalyst class is: 4. (2) Reactant: [CH:1]1([C:4]2[CH:9]=[C:8]([CH:10]=[O:11])[C:7]([OH:12])=[CH:6][C:5]=2[C:13]2[CH:18]=[CH:17][C:16]([F:19])=[CH:15][CH:14]=2)[CH2:3][CH2:2]1.C(N(CC)C(C)C)(C)C.C1C=CC(N([S:36]([C:39]([F:42])([F:41])[F:40])(=[O:38])=[O:37])[S:36]([C:39]([F:42])([F:41])[F:40])(=[O:38])=[O:37])=CC=1.Cl. Product: [F:40][C:39]([F:42])([F:41])[S:36]([O:12][C:7]1[CH:6]=[C:5]([C:13]2[CH:14]=[CH:15][C:16]([F:19])=[CH:17][CH:18]=2)[C:4]([CH:1]2[CH2:2][CH2:3]2)=[CH:9][C:8]=1[CH:10]=[O:11])(=[O:38])=[O:37]. The catalyst class is: 630. (3) The catalyst class is: 18. Reactant: [Cl:1][C:2]1[CH:7]=[C:6]([CH3:8])[N:5]=[C:4]([C:9]([OH:11])=O)[CH:3]=1.[F:12][C:13]1[CH:14]=[C:15]2[C:19](=[CH:20][CH:21]=1)[NH:18][CH2:17][CH2:16]2.CN(C(ON1N=NC2C=CC=CC1=2)=[N+](C)C)C.[B-](F)(F)(F)F. Product: [Cl:1][C:2]1[CH:7]=[C:6]([CH3:8])[N:5]=[C:4]([C:9]([N:18]2[C:19]3[C:15](=[CH:14][C:13]([F:12])=[CH:21][CH:20]=3)[CH2:16][CH2:17]2)=[O:11])[CH:3]=1.